From a dataset of TCR-epitope binding with 47,182 pairs between 192 epitopes and 23,139 TCRs. Binary Classification. Given a T-cell receptor sequence (or CDR3 region) and an epitope sequence, predict whether binding occurs between them. (1) The epitope is SSNVANYQK. The TCR CDR3 sequence is CASSFISGGADTGELFF. Result: 0 (the TCR does not bind to the epitope). (2) The TCR CDR3 sequence is CATSRDKGTEKLFF. Result: 0 (the TCR does not bind to the epitope). The epitope is FVDGVPFVV. (3) The epitope is TTLPVNVAF. The TCR CDR3 sequence is CASSGGNILDGYTF. Result: 0 (the TCR does not bind to the epitope).